Predict the reaction yield, written as a fraction of the theoretical maximum amount of product (1.0 means a 100% yield; for example, 0.34 means a 34% yield). From a dataset of Reaction yield outcomes from USPTO patents with 853,638 reactions. (1) The reactants are Br[C:2]1[C:10]2[C:9]([NH:11][C@H:12]([C:14]3[N:19]([C:20]4[CH:25]=[CH:24][CH:23]=[CH:22][CH:21]=4)[C:18](=[O:26])[C:17]4=[C:27]([CH3:30])[CH:28]=[CH:29][N:16]4[N:15]=3)[CH3:13])=[N:8][CH:7]=[N:6][C:5]=2[N:4]([CH2:31][O:32][CH2:33][CH2:34][Si:35]([CH3:38])([CH3:37])[CH3:36])[CH:3]=1.CC1(C)C(C)(C)OB([C:47]2[CH:55]=[C:54]([NH:56][S:57]([CH3:60])(=[O:59])=[O:58])[CH:53]=[C:52]3[C:48]=2[CH:49]=[N:50][NH:51]3)O1.C(=O)([O-])[O-].[Na+].[Na+]. The product is [CH3:30][C:27]1[CH:28]=[CH:29][N:16]2[C:17]=1[C:18](=[O:26])[N:19]([C:20]1[CH:21]=[CH:22][CH:23]=[CH:24][CH:25]=1)[C:14]([C@@H:12]([NH:11][C:9]1[C:10]3[C:2]([C:47]4[CH:55]=[C:54]([NH:56][S:57]([CH3:60])(=[O:58])=[O:59])[CH:53]=[C:52]5[C:48]=4[CH:49]=[N:50][NH:51]5)=[CH:3][N:4]([CH2:31][O:32][CH2:33][CH2:34][Si:35]([CH3:37])([CH3:38])[CH3:36])[C:5]=3[N:6]=[CH:7][N:8]=1)[CH3:13])=[N:15]2. The yield is 0.420. The catalyst is COCCOC.O. (2) The reactants are N[C:2]1[CH:11]=[C:10]([Br:12])[CH:9]=[CH:8][C:3]=1[C:4](OC)=[O:5].N([O-])=O.[Na+].[S:17](=[O:19])=[O:18].[OH-].[NH4+:21]. The catalyst is Cl.O.O1CCCC1.[Cu]Cl. The product is [Br:12][C:10]1[CH:9]=[CH:8][C:3]2[C:4](=[O:5])[NH:21][S:17](=[O:19])(=[O:18])[C:2]=2[CH:11]=1. The yield is 0.100.